Task: Predict which catalyst facilitates the given reaction.. Dataset: Catalyst prediction with 721,799 reactions and 888 catalyst types from USPTO (1) Reactant: [C:1](Cl)(=[O:3])[CH3:2].[NH2:5][C:6]([CH3:26])([CH3:25])[CH2:7][C:8]1[N:9]([CH2:22][CH2:23][CH3:24])[N:10]=[C:11]2[C:20]=1[C:19]1[CH:18]=[CH:17][CH:16]=[CH:15][C:14]=1[N:13]=[C:12]2[NH2:21].C(N(CC)CC)C.Cl. Product: [NH2:21][C:12]1[C:11]2=[N:10][N:9]([CH2:22][CH2:23][CH3:24])[C:8]([CH2:7][C:6]([NH:5][C:1](=[O:3])[CH3:2])([CH3:26])[CH3:25])=[C:20]2[C:19]2[CH:18]=[CH:17][CH:16]=[CH:15][C:14]=2[N:13]=1. The catalyst class is: 98. (2) Reactant: C([NH:5][CH2:6][CH2:7][N:8]1[C:16]([CH2:17][C:18]2[C:27]([I:28])=[CH:26][C:21]3[O:22][CH2:23][CH2:24][O:25][C:20]=3[CH:19]=2)=[N:15][C:14]2[C:9]1=[N:10][C:11]([F:30])=[N:12][C:13]=2[NH2:29])(C)(C)C.[C:31](N)([CH3:34])([CH3:33])[CH3:32]. Product: [F:30][C:11]1[N:10]=[C:9]2[C:14]([N:15]=[C:16]([CH2:17][C:18]3[C:27]([I:28])=[CH:26][C:21]4[O:22][CH2:23][CH2:24][O:25][C:20]=4[CH:19]=3)[N:8]2[CH2:7][CH2:6][NH:5][CH2:32][CH:31]([CH3:34])[CH3:33])=[C:13]([NH2:29])[N:12]=1. The catalyst class is: 3. (3) Reactant: Cl[C:2]1[CH:16]=[C:5]2C(=O)[N:7]3[N:13]=[C:12]([Cl:14])[CH:11]=[C:8]3[C:9](=[O:10])[N:4]2N=1.NC1C=C[C:21]([F:24])=[CH:20][N:19]=1. Product: [Cl:14][C:12]1[NH:13][N:7]=[C:8]([C:9]([NH:4][C:5]2[CH:16]=[CH:2][C:21]([F:24])=[CH:20][N:19]=2)=[O:10])[CH:11]=1. The catalyst class is: 79.